Task: Predict the reaction yield, written as a fraction of the theoretical maximum amount of product (1.0 means a 100% yield; for example, 0.34 means a 34% yield).. Dataset: Reaction yield outcomes from USPTO patents with 853,638 reactions (1) The reactants are [NH2:1][C:2]1[CH:7]=[CH:6][CH:5]=[CH:4][C:3]=1[NH:8][C:9](=[O:27])[C:10]1[CH:15]=[CH:14][C:13]([CH2:16][NH:17][C:18]2[CH:23]=[CH:22][C:21]([O:24][CH3:25])=[C:20]([OH:26])[CH:19]=2)=[CH:12][CH:11]=1.Br[CH2:29][CH2:30][CH2:31][N:32]1[C:40](=[O:41])[C:39]2[C:34](=[CH:35][CH:36]=[CH:37][CH:38]=2)[C:33]1=[O:42].C([O-])([O-])=O.[K+].[K+]. The catalyst is CN(C=O)C. The product is [NH2:1][C:2]1[CH:7]=[CH:6][CH:5]=[CH:4][C:3]=1[NH:8][C:9](=[O:27])[C:10]1[CH:11]=[CH:12][C:13]([CH2:16][NH:17][C:18]2[CH:23]=[CH:22][C:21]([O:24][CH3:25])=[C:20]([O:26][CH2:29][CH2:30][CH2:31][N:32]3[C:40](=[O:41])[C:39]4[C:34](=[CH:35][CH:36]=[CH:37][CH:38]=4)[C:33]3=[O:42])[CH:19]=2)=[CH:14][CH:15]=1. The yield is 0.460. (2) The reactants are [Br:1][C:2]1[CH:3]=[C:4]2[C:9](=[O:10])[O:8][C:6](=O)[C:5]2=[CH:11][CH:12]=1.Cl.[NH2:14][CH:15]1[CH2:21][CH2:20][C:19](=[O:22])[NH:18][C:16]1=[O:17].C([O-])(=O)C.[Na+]. The catalyst is C(O)(=O)C. The product is [Br:1][C:2]1[CH:3]=[C:4]2[C:5](=[CH:11][CH:12]=1)[C:6](=[O:8])[N:14]([CH:15]1[CH2:21][CH2:20][C:19](=[O:22])[NH:18][C:16]1=[O:17])[C:9]2=[O:10]. The yield is 0.930.